From a dataset of Catalyst prediction with 721,799 reactions and 888 catalyst types from USPTO. Predict which catalyst facilitates the given reaction. (1) Reactant: [CH3:1]C(N[C@@H](C(NCC1C=CC=CC=1)=O)COC)=O.[C:19]([NH:38][C@@H:39]([C:42]([OH:44])=[O:43])[CH2:40][OH:41])([C:32]1[CH:37]=[CH:36][CH:35]=[CH:34][CH:33]=1)([C:26]1[CH:31]=[CH:30][CH:29]=[CH:28][CH:27]=1)[C:20]1[CH:25]=[CH:24][CH:23]=[CH:22][CH:21]=1.CI. The catalyst class is: 1. Product: [CH3:1][O:41][CH2:40][C@H:39]([C:42]([OH:44])=[O:43])[NH:38][C:19]([C:26]1[CH:31]=[CH:30][CH:29]=[CH:28][CH:27]=1)([C:32]1[CH:33]=[CH:34][CH:35]=[CH:36][CH:37]=1)[C:20]1[CH:21]=[CH:22][CH:23]=[CH:24][CH:25]=1. (2) Reactant: C(=O)([O-])[O-].[Na+].[Na+].[F:7][C:8]1[CH:29]=[CH:28][CH:27]=[C:26]([F:30])[C:9]=1[CH2:10][O:11][C:12]1[C:13]2[N:14]([C:18]([C:22]([NH:24][NH2:25])=[O:23])=[C:19]([CH3:21])[N:20]=2)[CH:15]=[CH:16][CH:17]=1.[N:31]#[C:32]Br. Product: [F:7][C:8]1[CH:29]=[CH:28][CH:27]=[C:26]([F:30])[C:9]=1[CH2:10][O:11][C:12]1[C:13]2[N:14]([C:18]([C:22]3[O:23][C:32]([NH2:31])=[N:25][N:24]=3)=[C:19]([CH3:21])[N:20]=2)[CH:15]=[CH:16][CH:17]=1. The catalyst class is: 12. (3) Reactant: [CH3:1][N:2]1[C:7]([CH3:9])([CH3:8])[CH:6]=[C:5]([C:10]2[CH:15]=[CH:14][C:13]([OH:16])=[CH:12][CH:11]=2)[CH2:4][C:3]1([CH3:18])[CH3:17]. Product: [CH3:1][N:2]1[C:7]([CH3:9])([CH3:8])[CH2:6][CH:5]([C:10]2[CH:11]=[CH:12][C:13]([OH:16])=[CH:14][CH:15]=2)[CH2:4][C:3]1([CH3:18])[CH3:17]. The catalyst class is: 43. (4) The catalyst class is: 10. Product: [NH2:8][C@@H:9]([C:13]([CH3:14])([CH3:15])[CH3:16])[C:10]([NH:23][C:18]1[CH:19]=[CH:20][CH:21]=[CH:22][N:17]=1)=[O:12]. Reactant: C(OC([NH:8][C@@H:9]([C:13]([CH3:16])([CH3:15])[CH3:14])[C:10]([OH:12])=O)=O)(C)(C)C.[N:17]1[CH:22]=[CH:21][CH:20]=[CH:19][C:18]=1[NH2:23].CCN(C(C)C)C(C)C.CN(C(ON1N=NC2C=CC=NC1=2)=[N+](C)C)C.F[P-](F)(F)(F)(F)F.Cl. (5) Reactant: [CH2:1]([C:4]1[S:28][C:7]2[N:8]=[C:9]([C:25]([OH:27])=O)[N:10]=[C:11]([N:12]3[CH2:17][CH2:16][N:15]4[C:18]([C:21]([F:24])([F:23])[F:22])=[N:19][N:20]=[C:14]4[CH2:13]3)[C:6]=2[CH:5]=1)[CH2:2][CH3:3].[Cl-].[NH4+].C(Cl)CCl.C1C=CC2N(O)N=[N:41]C=2C=1.C(N(C(C)C)CC)(C)C. Product: [CH2:1]([C:4]1[S:28][C:7]2[N:8]=[C:9]([C:25]([NH2:41])=[O:27])[N:10]=[C:11]([N:12]3[CH2:17][CH2:16][N:15]4[C:18]([C:21]([F:22])([F:23])[F:24])=[N:19][N:20]=[C:14]4[CH2:13]3)[C:6]=2[CH:5]=1)[CH2:2][CH3:3]. The catalyst class is: 9. (6) Reactant: B(Br)(Br)Br.[CH3:5][S:6]([C:9]1[CH:14]=[CH:13][C:12]([C:15]2[C:16]([C:24]3[CH:29]=[CH:28][C:27]([O:30][CH3:31])=[CH:26][CH:25]=3)=[N:17][N:18]3[C:23]=2[CH:22]=[CH:21][CH:20]=[N:19]3)=[CH:11][CH:10]=1)(=[O:8])=[O:7].[C:32](=O)([O-])[O-].[K+].[K+].Cl. Product: [CH2:31]([O:30][C:27]1[CH:26]=[CH:25][C:24]([C:16]2[C:15]([C:12]3[CH:11]=[CH:10][C:9]([S:6]([CH3:5])(=[O:7])=[O:8])=[CH:14][CH:13]=3)=[C:23]3[N:18]([N:19]=[CH:20][CH:21]=[CH:22]3)[N:17]=2)=[CH:29][CH:28]=1)[CH3:32]. The catalyst class is: 34.